From a dataset of Reaction yield outcomes from USPTO patents with 853,638 reactions. Predict the reaction yield, written as a fraction of the theoretical maximum amount of product (1.0 means a 100% yield; for example, 0.34 means a 34% yield). (1) The reactants are [C:1]([C:5]1[O:9][N:8]=[C:7]([NH:10][C:11]([NH:13][C:14]2[CH:19]=[CH:18][CH:17]=[C:16]([O:20][C:21]3[C:30]4[C:25](=[CH:26][C:27]([O:36][CH3:37])=[C:28]([O:31][CH2:32][CH2:33][O:34][CH3:35])[CH:29]=4)[N:24]=[CH:23][N:22]=3)[CH:15]=2)=[O:12])[CH:6]=1)([CH3:4])([CH3:3])[CH3:2].[ClH:38]. The catalyst is CCOCC.C(Cl)Cl.CO. The product is [ClH:38].[C:1]([C:5]1[O:9][N:8]=[C:7]([NH:10][C:11]([NH:13][C:14]2[CH:19]=[CH:18][CH:17]=[C:16]([O:20][C:21]3[C:30]4[C:25](=[CH:26][C:27]([O:36][CH3:37])=[C:28]([O:31][CH2:32][CH2:33][O:34][CH3:35])[CH:29]=4)[N:24]=[CH:23][N:22]=3)[CH:15]=2)=[O:12])[CH:6]=1)([CH3:4])([CH3:2])[CH3:3]. The yield is 0.530. (2) The reactants are [NH2:1][C:2]1[CH:9]=[CH:8][C:7]([Cl:10])=[CH:6][C:3]=1[C:4]#N.[CH:11]([C:14]1[CH:15]=[C:16]([Mg]Br)[CH:17]=[CH:18][CH:19]=1)([CH3:13])[CH3:12].C([O:24]CC)C. No catalyst specified. The product is [NH2:1][C:2]1[CH:9]=[CH:8][C:7]([Cl:10])=[CH:6][C:3]=1[C:4]([C:18]1[CH:17]=[CH:16][CH:15]=[C:14]([CH:11]([CH3:13])[CH3:12])[CH:19]=1)=[O:24]. The yield is 0.610. (3) The reactants are O1CCCCC1[N:7]1[C:15]2[C:10](=[CH:11][C:12]([C:16]3[N:20]=[CH:19][N:18](C(C4C=CC=CC=4)(C4C=CC=CC=4)C4C=CC=CC=4)[N:17]=3)=[CH:13][CH:14]=2)[C:9]([C:40]2[CH:41]=[C:42]([CH:47]=[CH:48][CH:49]=2)[C:43]([O:45]C)=O)=[N:8]1.[OH-].[Li+].O[N:53]1[C:57]2[CH:58]=[CH:59][CH:60]=[CH:61][C:56]=2N=N1.C1(N)CCCCC1.Cl.C(N=C=NCCCN(C)C)C.Cl. The catalyst is O1CCCC1.O.O1CCOCC1. The product is [NH:18]1[CH:19]=[N:20][C:16]([C:12]2[CH:11]=[C:10]3[C:15](=[CH:14][CH:13]=2)[NH:7][N:8]=[C:9]3[C:40]2[CH:41]=[C:42]([C:43]([NH:53][CH:57]3[CH2:58][CH2:59][CH2:60][CH2:61][CH2:56]3)=[O:45])[CH:47]=[CH:48][CH:49]=2)=[N:17]1. The yield is 0.0600. (4) The yield is 0.180. The reactants are [C:1]([C:3]1[C:4]([NH2:9])=[N:5][CH:6]=[CH:7][CH:8]=1)#[CH:2].[C:10]1([S:16][CH2:17][C:18]2[CH:23]=[CH:22][C:21](CC(Cl)=NO)=[CH:20][CH:19]=2)[CH:15]=[CH:14][CH:13]=[CH:12][CH:11]=1.[CH2:29]([N:31](CC)CC)[CH3:30].[O:36]1CCCC1. No catalyst specified. The product is [CH2:17]([S:16][C:10]1[CH:11]=[CH:12][C:13]([CH2:30][C:29]2[CH:2]=[C:1]([C:3]3[C:4]([NH2:9])=[N:5][CH:6]=[CH:7][CH:8]=3)[O:36][N:31]=2)=[CH:14][CH:15]=1)[C:18]1[CH:19]=[CH:20][CH:21]=[CH:22][CH:23]=1.